This data is from Forward reaction prediction with 1.9M reactions from USPTO patents (1976-2016). The task is: Predict the product of the given reaction. (1) Given the reactants [C:1]1([C:7]2[CH:12]=[CH:11][N:10]=[C:9]([N:13]3[CH2:20][CH:19]4[CH:15]([CH2:16][NH:17][CH2:18]4)[CH2:14]3)[N:8]=2)[CH:6]=[CH:5][CH:4]=[CH:3][CH:2]=1.[CH3:21][C:22]1[CH:27]=[CH:26][C:25]([C:28]2[C:29]([C:34](O)=[O:35])=[CH:30][CH:31]=[CH:32][CH:33]=2)=[CH:24][CH:23]=1, predict the reaction product. The product is: [CH3:21][C:22]1[CH:23]=[CH:24][C:25]([C:28]2[CH:33]=[CH:32][CH:31]=[CH:30][C:29]=2[C:34]([N:17]2[CH2:16][CH:15]3[CH:19]([CH2:20][N:13]([C:9]4[N:8]=[C:7]([C:1]5[CH:2]=[CH:3][CH:4]=[CH:5][CH:6]=5)[CH:12]=[CH:11][N:10]=4)[CH2:14]3)[CH2:18]2)=[O:35])=[CH:26][CH:27]=1. (2) Given the reactants [OH-].[Na+].[OH:3][C:4]1[C:5]([C:20]([O:22]C)=[O:21])=[N:6][C:7]([N:14]([CH3:19])[S:15]([CH3:18])(=[O:17])=[O:16])=[C:8]2[C:13]=1[N:12]=[CH:11][CH:10]=[CH:9]2.Cl, predict the reaction product. The product is: [OH:3][C:4]1[C:5]([C:20]([OH:22])=[O:21])=[N:6][C:7]([N:14]([CH3:19])[S:15]([CH3:18])(=[O:17])=[O:16])=[C:8]2[C:13]=1[N:12]=[CH:11][CH:10]=[CH:9]2. (3) The product is: [CH3:59][N:58]([CH2:57][C:56]([O:55][CH2:54][C:53]1[CH:52]=[CH:51][C:50]([N+:47]([O-:49])=[O:48])=[CH:62][CH:61]=1)=[O:60])[C:80]([C:4]1[N:5]=[C:6]([N:9]2[CH2:12][CH:11]([S:13][C:14]3[C@H:15]([CH3:45])[C@@H:16]4[C@@H:33]([C@H:34]([O:36][Si:37]([C:40]([CH3:41])([CH3:43])[CH3:42])([CH3:39])[CH3:38])[CH3:35])[C:32](=[O:44])[N:17]4[C:18]=3[C:19]([O:21][CH2:22][C:23]3[CH:24]=[CH:25][C:26]([N+:29]([O-:31])=[O:30])=[CH:27][CH:28]=3)=[O:20])[CH2:10]2)[S:7][CH:8]=1)=[O:81]. Given the reactants C([C:4]1[N:5]=[C:6]([N:9]2[CH2:12][CH:11]([S:13][C:14]3[C@H:15]([CH3:45])[C@@H:16]4[C@@H:33]([C@H:34]([O:36][Si:37]([C:40]([CH3:43])([CH3:42])[CH3:41])([CH3:39])[CH3:38])[CH3:35])[C:32](=[O:44])[N:17]4[C:18]=3[C:19]([O:21][CH2:22][C:23]3[CH:28]=[CH:27][C:26]([N+:29]([O-:31])=[O:30])=[CH:25][CH:24]=3)=[O:20])[CH2:10]2)[S:7][CH:8]=1)(O)=O.Cl.[N+:47]([C:50]1[CH:62]=[CH:61][C:53]([CH2:54][O:55][C:56](=[O:60])[CH2:57][NH:58][CH3:59])=[CH:52][CH:51]=1)([O-:49])=[O:48].C(P(C#N)(CC)=O)C.C(N(CC)CC)C.CN(C)[CH:80]=[O:81], predict the reaction product. (4) Given the reactants [CH3:1][O:2][C:3]1[C:8]2[N:9]([CH2:16][O:17][CH3:18])[C:10]([C:12]([F:15])([F:14])[F:13])=[N:11][C:7]=2[C:6]([C:19](=[O:26])[CH:20]([CH3:25])[C:21]([O:23][CH3:24])=[O:22])=[CH:5][CH:4]=1.[H-].[Na+].I[CH3:30].[Cl-].[NH4+], predict the reaction product. The product is: [CH3:1][O:2][C:3]1[C:8]2[N:9]([CH2:16][O:17][CH3:18])[C:10]([C:12]([F:13])([F:14])[F:15])=[N:11][C:7]=2[C:6]([C:19](=[O:26])[C:20]([CH3:30])([CH3:25])[C:21]([O:23][CH3:24])=[O:22])=[CH:5][CH:4]=1. (5) Given the reactants [NH:1]1C=CC=N1.ClC1C(C(NC2C=CC=CC=2[C:22]2[CH:27]=[C:26]([F:28])[C:25]([N:29]3[CH:33]=[CH:32][C:31]([C:34]([F:37])([F:36])[F:35])=[N:30]3)=[C:24]([F:38])[CH:23]=2)=O)=CC=CN=1.O.O.[Sn](Cl)Cl, predict the reaction product. The product is: [F:38][C:24]1[CH:23]=[C:22]([NH2:1])[CH:27]=[C:26]([F:28])[C:25]=1[N:29]1[CH:33]=[CH:32][C:31]([C:34]([F:37])([F:36])[F:35])=[N:30]1. (6) Given the reactants [NH2:1][C:2]1[CH:12]=[CH:11][C:5]2[O:6][CH2:7][C:8](=O)[NH:9][C:4]=2[CH:3]=1.C1COCC1.Cl.[OH-].[Na+], predict the reaction product. The product is: [O:6]1[CH2:7][CH2:8][NH:9][C:4]2[CH:3]=[C:2]([NH2:1])[CH:12]=[CH:11][C:5]1=2. (7) Given the reactants [CH:1]1([CH2:4][O:5][C:6]2[CH:7]=[C:8]3[C:38](=[CH:39][CH:40]=2)[C:16]2[N:17](COCC[Si](C)(C)C)[C:18]([C:20]4[C:27]([C:28]#[N:29])=[CH:26][CH:25]=[CH:24][C:21]=4[C:22]#[N:23])=[N:19][C:15]=2[C:14]2[CH:13]=[CH:12][C:11]([CH2:41][C:42]([OH:45])([CH3:44])[CH3:43])=[CH:10][C:9]3=2)[CH2:3][CH2:2]1.O, predict the reaction product. The product is: [CH:1]1([CH2:4][O:5][C:6]2[CH:7]=[C:8]3[C:38](=[CH:39][CH:40]=2)[C:16]2[NH:17][C:18]([C:20]4[C:27]([C:28]#[N:29])=[CH:26][CH:25]=[CH:24][C:21]=4[C:22]#[N:23])=[N:19][C:15]=2[C:14]2[CH:13]=[CH:12][C:11]([CH2:41][C:42]([OH:45])([CH3:43])[CH3:44])=[CH:10][C:9]3=2)[CH2:3][CH2:2]1. (8) Given the reactants [NH2:1][C:2]1[N:3]=[C:4]([Cl:19])[C:5]2[CH2:10][C:9](=[O:11])[N:8]([CH2:12][C:13]3[CH:18]=[CH:17][CH:16]=[CH:15][N:14]=3)[C:6]=2[N:7]=1.[CH:20]([C:22]1[NH:26][CH:25]=[C:24]([C:27]([OH:29])=[O:28])[CH:23]=1)=O.N1CCCCC1, predict the reaction product. The product is: [NH2:1][C:2]1[N:3]=[C:4]([Cl:19])[C:5]2=[C:6]([N:8]([CH2:12][C:13]3[CH:18]=[CH:17][CH:16]=[CH:15][N:14]=3)[C:9](=[O:11])/[C:10]/2=[CH:20]\[C:22]2[NH:26][CH:25]=[C:24]([C:27]([OH:29])=[O:28])[CH:23]=2)[N:7]=1.